Task: Predict which catalyst facilitates the given reaction.. Dataset: Catalyst prediction with 721,799 reactions and 888 catalyst types from USPTO Reactant: Br[C:2]1[CH:11]=[CH:10][C:5]([C:6]([O:8][CH3:9])=[O:7])=[CH:4][C:3]=1[CH3:12].[C:13]1([CH3:22])[CH:18]=[CH:17][CH:16]=[CH:15][C:14]=1B(O)O.C(=O)([O-])[O-].[K+].[K+]. Product: [CH3:12][C:3]1[CH:4]=[C:5]([C:6]([O:8][CH3:9])=[O:7])[CH:10]=[CH:11][C:2]=1[C:14]1[CH:15]=[CH:16][CH:17]=[CH:18][C:13]=1[CH3:22]. The catalyst class is: 75.